From a dataset of Reaction yield outcomes from USPTO patents with 853,638 reactions. Predict the reaction yield, written as a fraction of the theoretical maximum amount of product (1.0 means a 100% yield; for example, 0.34 means a 34% yield). (1) The reactants are [F:1][C:2]1[CH:26]=[CH:25][CH:24]=[C:23]([F:27])[C:3]=1[C:4]([NH:6][C:7]1[C:8]([C:12]2[NH:16][C:15]3[CH:17]=[CH:18][C:19]([CH2:21][OH:22])=[CH:20][C:14]=3[N:13]=2)=[N:9][NH:10][CH:11]=1)=[O:5]. The catalyst is C(Cl)Cl.CO.O=[Mn]=O. The product is [F:1][C:2]1[CH:26]=[CH:25][CH:24]=[C:23]([F:27])[C:3]=1[C:4]([NH:6][C:7]1[C:8]([C:12]2[NH:16][C:15]3[CH:17]=[CH:18][C:19]([CH:21]=[O:22])=[CH:20][C:14]=3[N:13]=2)=[N:9][NH:10][CH:11]=1)=[O:5]. The yield is 0.480. (2) The reactants are [Br:1][C:2]1[CH:3]=[C:4]2[C:9](=[C:10]([NH2:12])[CH:11]=1)[N:8]=[CH:7][CH:6]=[CH:5]2.CCN(CC)CC.Cl.Cl[CH2:22][CH2:23][N:24]([CH2:32][CH2:33]Cl)[CH2:25][C:26]1[CH:31]=[CH:30][CH:29]=[CH:28][CH:27]=1. The catalyst is CCCCO. The product is [CH2:25]([N:24]1[CH2:32][CH2:33][N:12]([C:10]2[CH:11]=[C:2]([Br:1])[CH:3]=[C:4]3[C:9]=2[N:8]=[CH:7][CH:6]=[CH:5]3)[CH2:22][CH2:23]1)[C:26]1[CH:31]=[CH:30][CH:29]=[CH:28][CH:27]=1. The yield is 0.330. (3) The reactants are [H-].[Na+].[F:3][C:4]1[CH:9]=[CH:8][C:7](/[CH:10]=[CH:11]/[C:12]([N:14]2[CH2:19][CH2:18][N:17]([CH:20]([CH3:22])[CH3:21])[CH2:16][CH2:15]2)=[O:13])=[CH:6][CH:5]=1.CO.[CH2:25](Cl)Cl. The catalyst is CS(C)=O. The product is [F:3][C:4]1[CH:9]=[CH:8][C:7]([C@@H:10]2[CH2:25][C@H:11]2[C:12]([N:14]2[CH2:15][CH2:16][N:17]([CH:20]([CH3:22])[CH3:21])[CH2:18][CH2:19]2)=[O:13])=[CH:6][CH:5]=1. The yield is 0.570. (4) The reactants are Cl.SC1[NH:4][C:5](=[O:15])[C:6]2[C:12]([O:13][CH3:14])=[CH:11][N:10]=[CH:9][C:7]=2[N:8]=1.[C:16]([Cl:19])([Cl:18])=S. The catalyst is O1CCOCC1.C(OCC)C. The product is [ClH:18].[Cl:19][C:16]1[N:4]=[C:5]([OH:15])[C:6]2[C:12]([O:13][CH3:14])=[CH:11][N:10]=[CH:9][C:7]=2[N:8]=1. The yield is 1.00. (5) The reactants are C(OC([N:11]1[CH2:22][CH2:21][C:14]2([O:18][C:17](=[O:19])[NH:16][C:15]2=[O:20])[CH2:13][CH2:12]1)=O)C1C=CC=CC=1.C(=O)([O-])[O-].[K+].[K+].Br[CH2:30][CH2:31][CH3:32]. The catalyst is CS(C)=O. The product is [CH2:30]([N:16]1[C:15](=[O:20])[C:14]2([CH2:13][CH2:12][NH:11][CH2:22][CH2:21]2)[O:18][C:17]1=[O:19])[CH2:31][CH3:32]. The yield is 0.760. (6) The reactants are C([O:8][C:9]1[CH:18]=[C:17]2[C:12]([C:13](=[O:27])[N:14]([CH2:19][O:20][C:21](=[O:26])[C:22]([CH3:25])([CH3:24])[CH3:23])[CH:15]=[N:16]2)=[CH:11][C:10]=1[O:28][CH3:29])C1C=CC=CC=1. The catalyst is [Pd].C(OCC)(=O)C.CN(C=O)C.CO.C(O)(=O)C. The product is [OH:8][C:9]1[CH:18]=[C:17]2[C:12]([C:13](=[O:27])[N:14]([CH2:19][O:20][C:21](=[O:26])[C:22]([CH3:23])([CH3:24])[CH3:25])[CH:15]=[N:16]2)=[CH:11][C:10]=1[O:28][CH3:29]. The yield is 0.800. (7) The reactants are [N+]([C:4]1[CH:9]=[CH:8][CH:7]=[C:6]([N+:10]([O-:12])=[O:11])[CH:5]=1)([O-])=O.[Cl:13][C:14]1[CH:19]=[CH:18][C:17]([OH:20])=[CH:16][C:15]=1[CH2:21][CH3:22].C(=O)([O-])[O-].[Cs+].[Cs+]. The catalyst is CS(C)=O. The product is [Cl:13][C:14]1[CH:19]=[CH:18][C:17]([O:20][C:4]2[CH:5]=[C:6]([N+:10]([O-:12])=[O:11])[CH:7]=[CH:8][CH:9]=2)=[CH:16][C:15]=1[CH2:21][CH3:22]. The yield is 0.780. (8) The reactants are [CH3:1][C:2]1[O:6][N:5]=[C:4]([C:7]2[CH:12]=[CH:11][CH:10]=[CH:9][CH:8]=2)[C:3]=1[CH2:13][O:14][C:15]1[N:16]=[CH:17][C:18]([C:21]([OH:23])=O)=[N:19][CH:20]=1.[NH2:24][CH:25]1[CH2:30][CH2:29][O:28][CH2:27][CH2:26]1. No catalyst specified. The product is [O:28]1[CH2:29][CH2:30][CH:25]([NH:24][C:21]([C:18]2[CH:17]=[N:16][C:15]([O:14][CH2:13][C:3]3[C:4]([C:7]4[CH:8]=[CH:9][CH:10]=[CH:11][CH:12]=4)=[N:5][O:6][C:2]=3[CH3:1])=[CH:20][N:19]=2)=[O:23])[CH2:26][CH2:27]1. The yield is 0.460.